This data is from Full USPTO retrosynthesis dataset with 1.9M reactions from patents (1976-2016). The task is: Predict the reactants needed to synthesize the given product. Given the product [OH:16][NH:15][C:13](=[NH:14])[C:12]1[CH:11]=[CH:10][C:9]([CH2:23][OH:22])=[CH:18][CH:17]=1, predict the reactants needed to synthesize it. The reactants are: CC1(C)OC(CO[C:9]2[C:18](C)=[CH:17][C:12]([C:13]([NH:15][OH:16])=[NH:14])=[CH:11][C:10]=2C)CO1.[OH:22][CH2:23]C1C=CC(C#N)=CC=1.